This data is from Forward reaction prediction with 1.9M reactions from USPTO patents (1976-2016). The task is: Predict the product of the given reaction. Given the reactants [CH3:1][O:2][C:3]([C:5]1[CH:10]=[CH:9][C:8]([NH:11][C:12]2([C:36]#[N:37])[CH2:17][CH2:16][N:15]([C:18]3[CH:23]=[CH:22][C:21]([N:24]4[CH2:28][C@H:27]([CH2:29][NH:30][C:31](=O)[CH3:32])[O:26][C:25]4=[O:34])=[CH:20][C:19]=3[F:35])[CH2:14][CH2:13]2)=[CH:7][CH:6]=1)=[O:4].COC1C=CC(P2(SP(C3C=CC(OC)=CC=3)(=S)S2)=[S:47])=CC=1, predict the reaction product. The product is: [CH3:1][O:2][C:3]([C:5]1[CH:10]=[CH:9][C:8]([NH:11][C:12]2([C:36]#[N:37])[CH2:17][CH2:16][N:15]([C:18]3[CH:23]=[CH:22][C:21]([N:24]4[CH2:28][C@H:27]([CH2:29][NH:30][C:31](=[S:47])[CH3:32])[O:26][C:25]4=[O:34])=[CH:20][C:19]=3[F:35])[CH2:14][CH2:13]2)=[CH:7][CH:6]=1)=[O:4].